Dataset: Full USPTO retrosynthesis dataset with 1.9M reactions from patents (1976-2016). Task: Predict the reactants needed to synthesize the given product. (1) Given the product [CH2:21]([SH:3]1[C:4]([C:15]([OH:17])=[O:16])=[C:5]([CH2:7][C:8]2[CH:9]=[CH:10][C:11]([Cl:14])=[CH:12][CH:13]=2)[N:6]=[C:2]1[Br:1])[CH3:22], predict the reactants needed to synthesize it. The reactants are: [Br:1][C:2]1[S:3][C:4]([C:15]([O:17]CC)=[O:16])=[C:5]([CH2:7][C:8]2[CH:13]=[CH:12][C:11]([Cl:14])=[CH:10][CH:9]=2)[N:6]=1.O1CC[CH2:22][CH2:21]1.[OH-].[Li+].O.Cl. (2) Given the product [C:15]([C:17]1[CH:24]=[CH:23][C:20]([CH:21]2[C:26]([C:25]([O:31][CH3:32])=[O:30])=[C:27]([CH3:29])[N:9]([C:5]3[CH:6]=[CH:7][CH:8]=[C:3]([C:2]([F:1])([F:13])[F:14])[CH:4]=3)[C:10](=[S:11])[NH:12]2)=[CH:19][CH:18]=1)#[N:16], predict the reactants needed to synthesize it. The reactants are: [F:1][C:2]([F:14])([F:13])[C:3]1[CH:4]=[C:5]([NH:9][C:10]([NH2:12])=[S:11])[CH:6]=[CH:7][CH:8]=1.[C:15]([C:17]1[CH:24]=[CH:23][C:20]([CH:21]=O)=[CH:19][CH:18]=1)#[N:16].[C:25]([O-:31])(=[O:30])[CH2:26][C:27]([CH3:29])=O.[CH2:32]1COCC1. (3) Given the product [CH2:27]([N:19]([CH2:20][C:21]1[CH:22]=[CH:23][CH:24]=[CH:25][CH:26]=1)[S:16]([C:13]1[CH:14]=[CH:15][C:9]2[CH:8]=[CH:7][C:6]3[N:5]([C:34](=[O:36])[C:48]([F:59])([F:58])[F:47])[CH2:4][CH:3]([CH2:2][Cl:1])[C:11]=3[C:10]=2[CH:12]=1)(=[O:18])=[O:17])[C:28]1[CH:29]=[CH:30][CH:31]=[CH:32][CH:33]=1, predict the reactants needed to synthesize it. The reactants are: [Cl:1][CH2:2][CH:3]1[C:11]2[C:10]3[CH:12]=[C:13]([S:16]([N:19]([CH2:27][C:28]4[CH:33]=[CH:32][CH:31]=[CH:30][CH:29]=4)[CH2:20][C:21]4[CH:26]=[CH:25][CH:24]=[CH:23][CH:22]=4)(=[O:18])=[O:17])[CH:14]=[CH:15][C:9]=3[CH:8]=[CH:7][C:6]=2[N:5]([C:34]([O:36]C(C)(C)C)=O)[CH2:4]1.O1CCOCC1.[F:47][C:48]([F:59])([F:58])C(OC(=O)[C:48]([F:59])([F:58])[F:47])=O. (4) Given the product [NH2:31][C:30]1[N:29]=[CH:28][C:27]2[C:32]([C:35]3[CH2:36][CH2:37][N:38]([C:56]([N:50]4[CH2:55][CH2:54][NH:53][CH2:52][CH2:51]4)=[O:57])[CH2:39][CH:40]=3)=[CH:33][O:34][C:26]=2[C:25]=1[O:24][C@@H:22]([C:15]1[C:16]([Cl:21])=[CH:17][CH:18]=[C:19]([F:20])[C:14]=1[Cl:13])[CH3:23], predict the reactants needed to synthesize it. The reactants are: ClC(Cl)(OC(=O)OC(Cl)(Cl)Cl)Cl.[Cl:13][C:14]1[C:19]([F:20])=[CH:18][CH:17]=[C:16]([Cl:21])[C:15]=1[C@H:22]([O:24][C:25]1[C:26]2[O:34][CH:33]=[C:32]([C:35]3[CH2:36][CH2:37][NH:38][CH2:39][CH:40]=3)[C:27]=2[CH:28]=[N:29][C:30]=1[NH2:31])[CH3:23].CCN(C(C)C)C(C)C.[N:50]1([C:56](OC(C)(C)C)=[O:57])[CH2:55][CH2:54][NH:53][CH2:52][CH2:51]1. (5) Given the product [OH:25][C:22]1([C:3]2[N:2]([CH3:1])[CH:6]=[CH:5][N:4]=2)[CH2:21][CH2:20][N:19]([C:17]([O:16][C:12]([CH3:15])([CH3:14])[CH3:13])=[O:18])[CH2:24][CH2:23]1, predict the reactants needed to synthesize it. The reactants are: [CH3:1][N:2]1[CH:6]=[CH:5][N:4]=[CH:3]1.C([Li])CCC.[C:12]([O:16][C:17]([N:19]1[CH2:24][CH2:23][C:22](=[O:25])[CH2:21][CH2:20]1)=[O:18])([CH3:15])([CH3:14])[CH3:13]. (6) Given the product [CH2:25]([N:27]([CH2:21][C:17]1[CH:16]=[C:15]2[C:20](=[CH:19][CH:18]=1)[C:12](=[C:5]1[C:4]3[C:8](=[CH:9][CH:10]=[C:2]([F:1])[CH:3]=3)[NH:7][C:6]1=[O:11])[O:13][C:14]2([CH3:24])[CH3:23])[CH2:28][CH3:29])[CH3:26], predict the reactants needed to synthesize it. The reactants are: [F:1][C:2]1[CH:3]=[C:4]2[C:8](=[CH:9][CH:10]=1)[NH:7][C:6](=[O:11])[C:5]2=[C:12]1[C:20]2[C:15](=[CH:16][C:17]([CH:21]=O)=[CH:18][CH:19]=2)[C:14]([CH3:24])([CH3:23])[O:13]1.[CH2:25]([NH:27][CH2:28][CH3:29])[CH3:26].C(O)(=O)C.C(O[BH-](OC(=O)C)OC(=O)C)(=O)C. (7) Given the product [S:47]1[CH:48]=[CH:49][N:50]=[C:46]1[C:42]1[N:41]=[C:40]([C:9]2[CH:10]=[C:11]3[C:16](=[CH:17][CH:18]=2)[N:15]=[CH:14][CH:13]=[C:12]3[N:19]2[CH2:24][CH2:23][CH2:22][C@H:21]([NH2:25])[CH2:20]2)[CH:45]=[CH:44][CH:43]=1, predict the reactants needed to synthesize it. The reactants are: CC1(C)C(C)(C)OB([C:9]2[CH:10]=[C:11]3[C:16](=[CH:17][CH:18]=2)[N:15]=[CH:14][CH:13]=[C:12]3[N:19]2[CH2:24][CH2:23][CH2:22][C@H:21]([NH:25]C(=O)OC(C)(C)C)[CH2:20]2)O1.FC(F)(F)S(O[C:40]1[CH:45]=[CH:44][CH:43]=[C:42]([C:46]2[S:47][CH:48]=[CH:49][N:50]=2)[N:41]=1)(=O)=O. (8) Given the product [N:29]1([C:2]2[N:7]=[CH:6][C:5]([NH:8][C:9]([CH:11]3[CH2:16][CH2:15][N:14]([C:17]([C:19]4[CH:24]=[CH:23][C:22]([C:25]([F:28])([F:27])[F:26])=[CH:21][CH:20]=4)=[O:18])[CH2:13][CH2:12]3)=[O:10])=[CH:4][CH:3]=2)[CH2:34][CH2:33][O:32][CH2:31][CH2:30]1, predict the reactants needed to synthesize it. The reactants are: Cl[C:2]1[N:7]=[CH:6][C:5]([NH:8][C:9]([CH:11]2[CH2:16][CH2:15][N:14]([C:17]([C:19]3[CH:24]=[CH:23][C:22]([C:25]([F:28])([F:27])[F:26])=[CH:21][CH:20]=3)=[O:18])[CH2:13][CH2:12]2)=[O:10])=[CH:4][CH:3]=1.[NH:29]1[CH2:34][CH2:33][O:32][CH2:31][CH2:30]1. (9) Given the product [C:42]([C:39]1[CH:40]=[CH:41][C:36]([C:35]([NH:34][CH:31]2[CH2:30][CH2:29][N:28]([C:26](=[O:27])[C@@H:25]([NH:24][C:12](=[O:14])[C@H:11]([CH2:15][CH:16]3[CH2:17][CH2:18][CH2:19][CH2:20]3)[CH2:10][N:9]([CH:21]=[O:22])[OH:8])[CH:45]([CH3:47])[CH3:46])[CH2:33][CH2:32]2)=[O:44])=[CH:37][CH:38]=1)#[N:43], predict the reactants needed to synthesize it. The reactants are: C([O:8][N:9]([CH:21]=[O:22])[CH2:10][C@@H:11]([CH2:15][CH:16]1[CH2:20][CH2:19][CH2:18][CH2:17]1)[C:12]([OH:14])=O)C1C=CC=CC=1.Cl.[NH2:24][C@@H:25]([CH:45]([CH3:47])[CH3:46])[C:26]([N:28]1[CH2:33][CH2:32][CH:31]([NH:34][C:35](=[O:44])[C:36]2[CH:41]=[CH:40][C:39]([C:42]#[N:43])=[CH:38][CH:37]=2)[CH2:30][CH2:29]1)=[O:27]. (10) Given the product [CH3:1][O:2][C:3](=[O:27])[CH2:4][C@H:5]1[C:9]2[CH:10]=[CH:11][C:12]([O:14][C@H:15]3[C:23]4[C:18](=[C:19]([CH2:34][C:33]5[CH:36]=[CH:37][CH:38]=[C:31]([O:30][CH3:29])[CH:32]=5)[C:20]([C:24]#[N:25])=[CH:21][CH:22]=4)[CH2:17][CH2:16]3)=[CH:13][C:8]=2[O:7][CH2:6]1, predict the reactants needed to synthesize it. The reactants are: [CH3:1][O:2][C:3](=[O:27])[CH2:4][C@H:5]1[C:9]2[CH:10]=[CH:11][C:12]([O:14][C@H:15]3[C:23]4[C:18](=[C:19](Br)[C:20]([C:24]#[N:25])=[CH:21][CH:22]=4)[CH2:17][CH2:16]3)=[CH:13][C:8]=2[O:7][CH2:6]1.[Cl-].[CH3:29][O:30][C:31]1[CH:32]=[C:33]([CH:36]=[CH:37][CH:38]=1)[CH2:34][Zn+].